Dataset: Catalyst prediction with 721,799 reactions and 888 catalyst types from USPTO. Task: Predict which catalyst facilitates the given reaction. (1) Reactant: [Br:1][C:2]1[CH:16]=[C:15](/[CH:17]=[CH:18]/[CH:19]([C:24]2[CH:29]=[C:28]([Cl:30])[C:27]([Cl:31])=[C:26]([Cl:32])[CH:25]=2)[C:20]([F:23])([F:22])[F:21])[CH:14]=[CH:13][C:3]=1[C:4]([NH:6][CH:7]1[CH2:12][CH2:11][NH:10][CH2:9][CH2:8]1)=[O:5]. Product: [Br:1][C:2]1[CH:16]=[C:15](/[CH:17]=[CH:18]/[CH:19]([C:24]2[CH:25]=[C:26]([Cl:32])[C:27]([Cl:31])=[C:28]([Cl:30])[CH:29]=2)[C:20]([F:23])([F:21])[F:22])[CH:14]=[CH:13][C:3]=1[C:4]([NH:6][CH:7]1[CH2:12][CH2:11][N:10]([CH2:19][C:20]([F:23])([F:22])[F:21])[CH2:9][CH2:8]1)=[O:5]. The catalyst class is: 56. (2) Reactant: [F:1][C:2]([F:7])([F:6])[C:3]([OH:5])=[O:4].[CH3:8][O:9][CH2:10][CH2:11][O:12][CH2:13][CH2:14][O:15][CH2:16][CH2:17][O:18][CH2:19][CH2:20][O:21][CH2:22][CH2:23][O:24][CH2:25][CH2:26][O:27][CH2:28][CH2:29][N:30]([CH3:46])[C:31]([C@H:33]1[CH2:38][CH2:37][CH2:36][N:35](C(OC(C)(C)C)=O)[CH2:34]1)=[O:32]. Product: [C:3]([OH:5])([C:2]([F:7])([F:6])[F:1])=[O:4].[CH3:8][O:9][CH2:10][CH2:11][O:12][CH2:13][CH2:14][O:15][CH2:16][CH2:17][O:18][CH2:19][CH2:20][O:21][CH2:22][CH2:23][O:24][CH2:25][CH2:26][O:27][CH2:28][CH2:29][N:30]([CH3:46])[C:31]([C@H:33]1[CH2:38][CH2:37][CH2:36][NH:35][CH2:34]1)=[O:32]. The catalyst class is: 2.